This data is from Peptide-MHC class I binding affinity with 185,985 pairs from IEDB/IMGT. The task is: Regression. Given a peptide amino acid sequence and an MHC pseudo amino acid sequence, predict their binding affinity value. This is MHC class I binding data. The peptide sequence is KPIPHRTVL. The MHC is HLA-B57:01 with pseudo-sequence HLA-B57:01. The binding affinity (normalized) is 0.0847.